Predict the reactants needed to synthesize the given product. From a dataset of Full USPTO retrosynthesis dataset with 1.9M reactions from patents (1976-2016). (1) Given the product [CH3:31][CH:9]1[CH2:10][CH2:11][N:12]2[C:20]3[CH:19]=[C:18]([C:21]([O:23][CH2:24][CH3:25])=[O:22])[CH:17]=[CH:16][C:15]=3[CH:14]=[C:13]2[C:26](=[O:27])[NH:8]1, predict the reactants needed to synthesize it. The reactants are: C(OC([NH:8][CH:9]([CH3:31])[CH2:10][CH2:11][N:12]1[C:20]2[C:15](=[CH:16][CH:17]=[C:18]([C:21]([O:23][CH2:24][CH3:25])=[O:22])[CH:19]=2)[CH:14]=[C:13]1[C:26](OCC)=[O:27])=O)(C)(C)C.N1C2C(=CC=C(C(OCC)=O)C=2)C=C1C(OCC)=O.C(O)(C(F)(F)F)=O.C([O-])([O-])=O.[K+].[K+].C(N(CC)CC)C. (2) Given the product [Br:7][CH2:8][CH2:9][CH2:10][CH2:11][CH2:12][CH2:13][CH2:14][O:15][CH:6]1[CH2:5][CH2:4][CH2:3][CH2:2][O:1]1, predict the reactants needed to synthesize it. The reactants are: [O:1]1[CH:6]=[CH:5][CH2:4][CH2:3][CH2:2]1.[Br:7][CH2:8][CH2:9][CH2:10][CH2:11][CH2:12][CH2:13][CH2:14][OH:15].CC1C=CC(S(O)(=O)=O)=CC=1. (3) Given the product [CH3:6][C:2]([N:22]1[CH2:21][CH2:20][CH:19]([CH2:18][C:17]2[N:9]([CH3:8])[C:10]3[C:15]([N:16]=2)=[C:14]([N:25]2[CH2:30][CH2:29][O:28][CH2:27][CH2:26]2)[N:13]=[C:12]([N:31]2[C:35]4[CH:36]=[CH:37][CH:38]=[CH:39][C:34]=4[N:33]=[C:32]2[CH3:40])[N:11]=3)[CH2:24][CH2:23]1)([CH3:7])[C:3]([NH2:5])=[O:4], predict the reactants needed to synthesize it. The reactants are: Br[C:2]([CH3:7])([CH3:6])[C:3]([NH2:5])=[O:4].[CH3:8][N:9]1[C:17]([CH2:18][CH:19]2[CH2:24][CH2:23][NH:22][CH2:21][CH2:20]2)=[N:16][C:15]2[C:10]1=[N:11][C:12]([N:31]1[C:35]3[CH:36]=[CH:37][CH:38]=[CH:39][C:34]=3[N:33]=[C:32]1[CH3:40])=[N:13][C:14]=2[N:25]1[CH2:30][CH2:29][O:28][CH2:27][CH2:26]1.